Predict the reactants needed to synthesize the given product. From a dataset of Full USPTO retrosynthesis dataset with 1.9M reactions from patents (1976-2016). (1) Given the product [CH:4]1([CH2:3][CH2:2][C:12]([CH3:14])([OH:13])[CH3:11])[CH2:8][CH2:7][CH:6]=[CH:5]1, predict the reactants needed to synthesize it. The reactants are: Cl[CH2:2][CH2:3][CH:4]1[CH2:8][CH2:7][CH:6]=[CH:5]1.[Mg].Cl.[CH3:11][C:12]([CH3:14])=[O:13]. (2) The reactants are: [NH2:1][C@@H:2]1[CH2:6][CH2:5][N:4]([C:7]([O:9][C:10]([CH3:13])([CH3:12])[CH3:11])=[O:8])[CH2:3]1.[CH3:14][N:15]=[C:16]=[O:17].O. Given the product [CH3:14][NH:15][C:16]([NH:1][C@@H:2]1[CH2:6][CH2:5][N:4]([C:7]([O:9][C:10]([CH3:13])([CH3:12])[CH3:11])=[O:8])[CH2:3]1)=[O:17], predict the reactants needed to synthesize it. (3) Given the product [Br:17][C:6]1[CH:7]=[CH:8][N:9]=[C:10]2[C:5]=1[N:4]=[C:3]([N:2]([CH3:15])[CH3:1])[C:12]([F:13])=[CH:11]2, predict the reactants needed to synthesize it. The reactants are: [CH3:1][N:2]([CH3:15])[C:3]1[N:4]=[C:5]2[C:10](=[CH:11][C:12]=1[F:13])[N:9]=[CH:8][CH:7]=[C:6]2O.P(Br)(Br)[Br:17].C(=O)(O)[O-].[Na+]. (4) Given the product [F:42][C:43]1[CH:44]=[C:45]([NH:46][C:34]([NH:11][C:10]2[CH:12]=[CH:13][CH:14]=[C:8]([C:6]3[C:5]([C:15]4[CH:16]=[CH:17][N:18]=[CH:19][CH:20]=4)=[N:4][N:3]([CH:1]([CH3:21])[CH3:2])[CH:7]=3)[CH:9]=2)=[O:40])[CH:47]=[CH:48][C:49]=1[I:50], predict the reactants needed to synthesize it. The reactants are: [CH2:1]([N:3]1[CH:7]=[C:6]([C:8]2[CH:9]=[C:10]([CH:12]=[CH:13][CH:14]=2)[NH2:11])[C:5]([C:15]2[CH:20]=[CH:19][N:18]=[CH:17][CH:16]=2)=[N:4]1)[CH3:2].[CH3:21]CN(C(C)C)C(C)C.ClC(Cl)(O[C:34](=[O:40])OC(Cl)(Cl)Cl)Cl.[F:42][C:43]1[CH:44]=[C:45]([CH:47]=[CH:48][C:49]=1[I:50])[NH2:46].